Predict the reaction yield, written as a fraction of the theoretical maximum amount of product (1.0 means a 100% yield; for example, 0.34 means a 34% yield). From a dataset of Reaction yield outcomes from USPTO patents with 853,638 reactions. (1) The reactants are [CH:1]([C:3]1[CH:15]=[CH:14][C:6]([C:7]([N:9]([CH2:12][CH3:13])[CH2:10][CH3:11])=[O:8])=[CH:5][CH:4]=1)=O.N1[C:20]2[CH:21]=[CH:22][CH:23]=[CH:24][C:19]=2N=N1.[CH2:25]([N:28]1[CH2:33][C@H:32]([CH3:34])[NH:31][CH2:30][C@H:29]1[CH3:35])[CH:26]=[CH2:27].C1([Mg]Br)C=CC=CC=1. The catalyst is C1(C)C=CC=CC=1.O. The product is [CH2:25]([N:28]1[C@H:29]([CH3:35])[CH2:30][N:31]([C@H:1]([C:3]2[CH:15]=[CH:14][C:6]([C:7]([N:9]([CH2:12][CH3:13])[CH2:10][CH3:11])=[O:8])=[CH:5][CH:4]=2)[C:19]2[CH:24]=[CH:23][CH:22]=[CH:21][CH:20]=2)[C@@H:32]([CH3:34])[CH2:33]1)[CH:26]=[CH2:27]. The yield is 0.219. (2) The reactants are [O:1]1[CH2:6][CH2:5][N:4]([C:7]2[CH:13]=[CH:12][C:10]([NH2:11])=[CH:9][CH:8]=2)[CH2:3][CH2:2]1.CCOC(C)=O.Cl[C:21]1[C:30]2[C:25](=[CH:26][CH:27]=[C:28]([I:31])[CH:29]=2)[N:24]=[CH:23][C:22]=1[C:32]#[N:33].C([O-])([O-])=O.[Na+].[Na+]. The catalyst is C(OCCO)C. The product is [I:31][C:28]1[CH:29]=[C:30]2[C:25](=[CH:26][CH:27]=1)[N:24]=[CH:23][C:22]([C:32]#[N:33])=[C:21]2[NH:11][C:10]1[CH:12]=[CH:13][C:7]([N:4]2[CH2:3][CH2:2][O:1][CH2:6][CH2:5]2)=[CH:8][CH:9]=1. The yield is 0.810. (3) The reactants are CC(OC(/N=N/C(OC(C)C)=O)=O)C.[F:15][C:16]([F:40])([F:39])[C:17]1[N:21]2[N:22]=[C:23]([N:26]3[CH2:31][CH2:30][CH:29]([C:32]4[CH:37]=[CH:36][C:35]([OH:38])=[CH:34][CH:33]=4)[CH2:28][CH2:27]3)[CH:24]=[CH:25][C:20]2=[N:19][N:18]=1.[CH3:41][N:42]1[C:46]([CH2:47][CH2:48]O)=[CH:45][CH:44]=[N:43]1.C1(P(C2C=CC=CC=2)C2C=CC=CC=2)C=CC=CC=1. The catalyst is C1COCC1. The product is [CH3:41][N:42]1[C:46]([CH2:47][CH2:48][O:38][C:35]2[CH:36]=[CH:37][C:32]([CH:29]3[CH2:30][CH2:31][N:26]([C:23]4[CH:24]=[CH:25][C:20]5[N:21]([C:17]([C:16]([F:15])([F:39])[F:40])=[N:18][N:19]=5)[N:22]=4)[CH2:27][CH2:28]3)=[CH:33][CH:34]=2)=[CH:45][CH:44]=[N:43]1. The yield is 0.501. (4) The reactants are [F:1][C:2]1[CH:7]=[CH:6][C:5]([C:8]2([C:26]3[CH:31]=[CH:30][C:29]([F:32])=[CH:28][CH:27]=3)[O:12][C:11](=[O:13])[N:10]([CH2:14][C:15]([O:17]CC)=[O:16])[C@H:9]2[C:20]2[CH:25]=[CH:24][CH:23]=[CH:22][CH:21]=2)=[CH:4][CH:3]=1.[OH-].[Na+]. The catalyst is C(O)C. The product is [F:32][C:29]1[CH:30]=[CH:31][C:26]([C:8]2([C:5]3[CH:4]=[CH:3][C:2]([F:1])=[CH:7][CH:6]=3)[O:12][C:11](=[O:13])[N:10]([CH2:14][C:15]([OH:17])=[O:16])[C@H:9]2[C:20]2[CH:25]=[CH:24][CH:23]=[CH:22][CH:21]=2)=[CH:27][CH:28]=1. The yield is 1.00. (5) The yield is 0.730. The catalyst is C1COCC1. The product is [CH2:7]([N:14]1[CH2:15][CH2:16][C:17]([C:20]2[CH:21]=[N:22][CH:23]=[CH:24][CH:25]=2)([N:26]([CH3:31])[CH3:27])[CH2:18][CH2:19]1)[C:8]1[CH:13]=[CH:12][CH:11]=[CH:10][CH:9]=1. The reactants are [H-].[H-].[H-].[H-].[Li+].[Al+3].[CH2:7]([N:14]1[CH2:19][CH2:18][C:17]([N:26]([CH3:31])[C:27](=O)OC)([C:20]2[CH:21]=[N:22][CH:23]=[CH:24][CH:25]=2)[CH2:16][CH2:15]1)[C:8]1[CH:13]=[CH:12][CH:11]=[CH:10][CH:9]=1. (6) The reactants are F[C:2]1[CH:3]=[C:4]([O:11][CH3:12])[CH:5]=[CH:6][C:7]=1[N+:8]([O-:10])=[O:9].C(N(C(C)C)CC)(C)C.Cl.Cl.[CH2:24]([O:26][C@H:27]1[CH2:32][CH2:31][C@H:30]([N:33]2[CH2:38][CH2:37][CH:36]([NH2:39])[CH2:35][CH2:34]2)[CH2:29][CH2:28]1)[CH3:25]. The catalyst is CN(C)C=O. The product is [CH2:24]([O:26][C@H:27]1[CH2:28][CH2:29][C@H:30]([N:33]2[CH2:34][CH2:35][CH:36]([NH:39][C:2]3[CH:3]=[C:4]([O:11][CH3:12])[CH:5]=[CH:6][C:7]=3[N+:8]([O-:10])=[O:9])[CH2:37][CH2:38]2)[CH2:31][CH2:32]1)[CH3:25]. The yield is 0.520. (7) The reactants are [CH2:1]([O:8][C:9]1[CH:10]=[C:11]2[C:16](=[CH:17][CH:18]=1)[CH:15]=[C:14]([C:19]([NH:21][C@@H:22]([C:30]([O:32]C(C)(C)C)=[O:31])[CH2:23][C:24]1[CH:29]=[CH:28][CH:27]=[CH:26][CH:25]=1)=[O:20])[CH:13]=[CH:12]2)[C:2]1[CH:7]=[CH:6][CH:5]=[CH:4][CH:3]=1. The catalyst is Cl.O1CCOCC1. The product is [CH2:1]([O:8][C:9]1[CH:10]=[C:11]2[C:16](=[CH:17][CH:18]=1)[CH:15]=[C:14]([C:19]([NH:21][C@@H:22]([C:30]([OH:32])=[O:31])[CH2:23][C:24]1[CH:29]=[CH:28][CH:27]=[CH:26][CH:25]=1)=[O:20])[CH:13]=[CH:12]2)[C:2]1[CH:3]=[CH:4][CH:5]=[CH:6][CH:7]=1. The yield is 0.700.